Dataset: Full USPTO retrosynthesis dataset with 1.9M reactions from patents (1976-2016). Task: Predict the reactants needed to synthesize the given product. (1) Given the product [NH2:1][C:2]1[N:6]([CH2:7][CH2:8][OH:9])[N:5]=[CH:4][C:3]=1[CH:10]=[O:14], predict the reactants needed to synthesize it. The reactants are: [NH2:1][C:2]1[N:6]([CH2:7][CH2:8][OH:9])[N:5]=[CH:4][C:3]=1[C:10]#N.Cl.C[OH:14]. (2) Given the product [Cl:29][C:24]1[CH:23]=[C:22]([CH:27]=[CH:26][CH:25]=1)[CH2:21][N:17]1[CH2:18][CH2:19][CH2:20][C@@H:15]([O:14][C:5]2[C:4]([CH:1]3[CH2:2][CH2:3]3)=[CH:12][C:8]([C:9]([NH:41][S:38]([CH:35]3[CH2:37][CH2:36]3)(=[O:40])=[O:39])=[O:10])=[C:7]([F:13])[CH:6]=2)[CH2:16]1, predict the reactants needed to synthesize it. The reactants are: [CH:1]1([C:4]2[C:5]([O:14][C@@H:15]3[CH2:20][CH2:19][CH2:18][N:17]([CH2:21][C:22]4[CH:27]=[CH:26][C:25](Cl)=[C:24]([Cl:29])[CH:23]=4)[CH2:16]3)=[CH:6][C:7]([F:13])=[C:8]([CH:12]=2)[C:9](O)=[O:10])[CH2:3][CH2:2]1.CS(N)(=O)=O.[CH:35]1([S:38]([NH2:41])(=[O:40])=[O:39])[CH2:37][CH2:36]1. (3) Given the product [F:1][C:2]1[C:7]([F:8])=[C:6]([O:9][CH2:10][CH2:11][CH3:12])[CH:5]=[CH:4][C:3]=1[C:13]1[CH:18]=[CH:17][C:16]([C:19]2[Se:20][C:21]([CH2:24][CH3:25])=[CH:22][CH:23]=2)=[CH:15][CH:14]=1, predict the reactants needed to synthesize it. The reactants are: [F:1][C:2]1[C:7]([F:8])=[C:6]([O:9][CH2:10][CH2:11][CH3:12])[CH:5]=[CH:4][C:3]=1[C:13]1[CH:18]=[CH:17][C:16]([C:19]2[Se:20][C:21]([CH:24]=[CH2:25])=[CH:22][CH:23]=2)=[CH:15][CH:14]=1. (4) Given the product [CH:1]1([N:8]2[C:13]3[N:14]=[C:15]([S:19]([CH3:20])=[O:29])[N:16]=[C:17]([CH3:18])[C:12]=3[CH:11]=[CH:10][C:9]2=[O:21])[CH2:2][CH2:3][CH2:4][CH2:5][CH2:6][CH2:7]1, predict the reactants needed to synthesize it. The reactants are: [CH:1]1([N:8]2[C:13]3[N:14]=[C:15]([S:19][CH3:20])[N:16]=[C:17]([CH3:18])[C:12]=3[CH:11]=[CH:10][C:9]2=[O:21])[CH2:7][CH2:6][CH2:5][CH2:4][CH2:3][CH2:2]1.C1(S(N2C(C3C=CC=CC=3)O2)(=O)=[O:29])C=CC=CC=1. (5) Given the product [Cl:41][N:8]1[C:9]2[C:5](=[CH:4][CH:3]=[CH:2][CH:10]=2)[C:6]([CH2:26][CH2:27][CH2:28][O:29][C:30]2[CH:35]=[C:34]([CH3:36])[C:33]([Cl:37])=[C:32]([CH3:38])[CH:31]=2)=[C:7]1[C:11]([NH:13][S:14]([C:17]1[O:21][C:20]([CH2:22][OH:23])=[CH:19][CH:18]=1)(=[O:15])=[O:16])=[O:12], predict the reactants needed to synthesize it. The reactants are: Cl[C:2]1[CH:10]=[C:9]2[C:5]([C:6]([CH2:26][CH2:27][CH2:28][O:29][C:30]3[CH:35]=[C:34]([CH3:36])[C:33]([Cl:37])=[C:32]([CH3:38])[CH:31]=3)=[C:7]([C:11]([NH:13][S:14]([C:17]3[O:21][C:20]([C:22](OC)=[O:23])=[CH:19][CH:18]=3)(=[O:16])=[O:15])=[O:12])[NH:8]2)=[CH:4][CH:3]=1.[BH4-].[Li+].[ClH:41].